Task: Predict the reaction yield, written as a fraction of the theoretical maximum amount of product (1.0 means a 100% yield; for example, 0.34 means a 34% yield).. Dataset: Reaction yield outcomes from USPTO patents with 853,638 reactions The reactants are [C:1]([O:9]CC)(=O)[CH2:2][C:3]([O:5][CH2:6][CH3:7])=[O:4].[H-].[Na+].[H][H].[CH2:16]([N:23]1[C:28]2[CH:29]=[CH:30][C:31]([F:33])=[CH:32][C:27]=2[C:26](=O)[O:25]C1=O)[C:17]1[CH:22]=[CH:21][CH:20]=[CH:19][CH:18]=1.Cl. The catalyst is CC(N(C)C)=O. The product is [CH2:6]([O:5][C:3]([C:2]1[C:1](=[O:9])[N:23]([CH2:16][C:17]2[CH:18]=[CH:19][CH:20]=[CH:21][CH:22]=2)[C:28]2[C:27]([C:26]=1[OH:25])=[CH:32][C:31]([F:33])=[CH:30][CH:29]=2)=[O:4])[CH3:7]. The yield is 0.640.